Dataset: Forward reaction prediction with 1.9M reactions from USPTO patents (1976-2016). Task: Predict the product of the given reaction. Given the reactants CO[CH:3]=[C:4]1[C:13]2[C:8](=[CH:9][CH:10]=[CH:11][CH:12]=2)[C:7](=[O:14])[NH:6][C:5]1=[O:15].[N:16]1([CH2:21][CH2:22][C:23]2[CH:28]=[CH:27][C:26]([NH2:29])=[CH:25][CH:24]=2)[CH2:20][CH2:19][CH2:18][CH2:17]1, predict the reaction product. The product is: [N:16]1([CH2:21][CH2:22][C:23]2[CH:24]=[CH:25][C:26]([NH:29]/[CH:3]=[C:4]3\[C:5](=[O:15])[NH:6][C:7](=[O:14])[C:8]4[C:13]\3=[CH:12][CH:11]=[CH:10][CH:9]=4)=[CH:27][CH:28]=2)[CH2:20][CH2:19][CH2:18][CH2:17]1.